From a dataset of Catalyst prediction with 721,799 reactions and 888 catalyst types from USPTO. Predict which catalyst facilitates the given reaction. (1) Reactant: [Br:1][C:2]1[S:3][CH:4]=[CH:5][C:6]=1[CH2:7][C:8]([O:10][CH3:11])=[O:9].[I:12][C:13]1[CH:21]=[CH:20][C:16]([C:17](Cl)=[O:18])=[CH:15][C:14]=1[N+:22]([O-:24])=[O:23].[Al+3].[Cl-].[Cl-].[Cl-].CCOC(C)=O. Product: [Br:1][C:2]1[S:3][C:4]([C:17](=[O:18])[C:16]2[CH:20]=[CH:21][C:13]([I:12])=[C:14]([N+:22]([O-:24])=[O:23])[CH:15]=2)=[CH:5][C:6]=1[CH2:7][C:8]([O:10][CH3:11])=[O:9]. The catalyst class is: 2. (2) Reactant: [ClH:1].N[C:3]1[N:8]=[CH:7][C:6]([C:9]#[N:10])=[CH:5][N:4]=1.N([O-])=O.[Na+].[OH-].[Na+]. Product: [Cl:1][C:3]1[N:8]=[CH:7][C:6]([C:9]#[N:10])=[CH:5][N:4]=1. The catalyst class is: 6. (3) Reactant: Cl.Cl[C:3]1[CH:8]=[CH:7][NH+:6]=[CH:5][CH:4]=1.[NH:9]1[C:13]2[CH:14]=[CH:15][CH:16]=[CH:17][C:12]=2[N:11]=[N:10]1.C(=O)([O-])[O-].[K+].[K+]. Product: [N:6]1[CH:7]=[CH:8][C:3]([N:10]2[N:11]=[C:12]3[CH:17]=[CH:16][CH:15]=[CH:14][C:13]3=[N:9]2)=[CH:4][CH:5]=1. The catalyst class is: 9. (4) Reactant: Br[C:2]1[CH:9]=[C:8]([CH3:10])[CH:7]=[CH:6][C:3]=1[CH:4]=[O:5].[C:11]([Cu])#[N:12].O. Product: [CH:4]([C:3]1[CH:6]=[CH:7][C:8]([CH3:10])=[CH:9][C:2]=1[C:11]#[N:12])=[O:5]. The catalyst class is: 37. (5) The catalyst class is: 3. Reactant: [Cl:1][C:2]1[CH:3]=[C:4]2[C:8](=[CH:9][CH:10]=1)[NH:7][C:6]([C:11](=[O:18])[CH2:12][CH2:13][CH2:14][CH2:15][CH2:16][CH3:17])=[CH:5]2.[H-].[Na+].I[CH3:22]. Product: [Cl:1][C:2]1[CH:3]=[C:4]2[C:8](=[CH:9][CH:10]=1)[N:7]([CH3:22])[C:6]([C:11](=[O:18])[CH2:12][CH2:13][CH2:14][CH2:15][CH2:16][CH3:17])=[CH:5]2. (6) Reactant: [CH2:1]([O:3][C:4](=[O:25])[C:5]([CH3:24])([O:17][C:18]1[CH:23]=[CH:22][CH:21]=[CH:20][CH:19]=1)[CH2:6][C:7]1[CH:12]=[CH:11][C:10]([OH:13])=[C:9]([CH2:14][CH2:15][CH3:16])[CH:8]=1)[CH3:2].C(=O)([O-])[O-].[Cs+].[Cs+].[C:32]1([C:38]2[O:39][C:40]([CH3:56])=[C:41]([CH2:43][CH2:44]OS(C3C=CC(C)=CC=3)(=O)=O)[N:42]=2)[CH:37]=[CH:36][CH:35]=[CH:34][CH:33]=1. Product: [CH2:1]([O:3][C:4](=[O:25])[C:5]([CH3:24])([O:17][C:18]1[CH:23]=[CH:22][CH:21]=[CH:20][CH:19]=1)[CH2:6][C:7]1[CH:12]=[CH:11][C:10]([O:13][CH2:44][CH2:43][C:41]2[N:42]=[C:38]([C:32]3[CH:37]=[CH:36][CH:35]=[CH:34][CH:33]=3)[O:39][C:40]=2[CH3:56])=[C:9]([CH2:14][CH2:15][CH3:16])[CH:8]=1)[CH3:2]. The catalyst class is: 3. (7) Reactant: [F:1][C:2]([F:22])([F:21])[C:3]1[CH:8]=[CH:7][N:6]2[C:9]([CH3:20])=[C:10]([NH:12]C(=O)OC(C)(C)C)[N:11]=[C:5]2[CH:4]=1.[ClH:23]. Product: [ClH:23].[NH2:12][C:10]1[N:11]=[C:5]2[CH:4]=[C:3]([C:2]([F:22])([F:1])[F:21])[CH:8]=[CH:7][N:6]2[C:9]=1[CH3:20]. The catalyst class is: 12. (8) Reactant: [ClH:1].Cl.[NH2:3][C:4]1[CH:23]=[CH:22][C:7]2[CH:8]=[C:9]([C:11]([NH:13][C@@H:14]3[CH:19]4[CH2:20][CH2:21][N:16]([CH2:17][CH2:18]4)[CH2:15]3)=[O:12])[S:10][C:6]=2[CH:5]=1.C(N(CC)CC)C.[C:31]1([N:37]=[C:38]=[O:39])[CH:36]=[CH:35][CH:34]=[CH:33][CH:32]=1. Product: [ClH:1].[NH:37]([C:38]([NH:3][C:4]1[CH:23]=[CH:22][C:7]2[CH:8]=[C:9]([C:11]([NH:13][C@@H:14]3[CH:19]4[CH2:20][CH2:21][N:16]([CH2:17][CH2:18]4)[CH2:15]3)=[O:12])[S:10][C:6]=2[CH:5]=1)=[O:39])[C:31]1[CH:36]=[CH:35][CH:34]=[CH:33][CH:32]=1. The catalyst class is: 1.